Dataset: Forward reaction prediction with 1.9M reactions from USPTO patents (1976-2016). Task: Predict the product of the given reaction. (1) Given the reactants [C:1]([N:4]1[CH2:9][CH2:8][N:7]([C:10]2[CH:15]=[CH:14][C:13]([NH:16][C:17]3[N:22]=[C:21]([N:23]4[CH2:28][CH2:27][CH:26]([NH:29]C(=O)OCC5C=CC=CC=5)[CH2:25][CH2:24]4)[C:20]([F:40])=[CH:19][N:18]=3)=[CH:12][CH:11]=2)[CH2:6][CH2:5]1)(=[O:3])[CH3:2].[H][H], predict the reaction product. The product is: [NH2:29][CH:26]1[CH2:27][CH2:28][N:23]([C:21]2[C:20]([F:40])=[CH:19][N:18]=[C:17]([NH:16][C:13]3[CH:12]=[CH:11][C:10]([N:7]4[CH2:8][CH2:9][N:4]([C:1](=[O:3])[CH3:2])[CH2:5][CH2:6]4)=[CH:15][CH:14]=3)[N:22]=2)[CH2:24][CH2:25]1. (2) Given the reactants [NH2:1][C:2]1[C:3]2[N:4]([C:11]([C@@H:15]3[CH2:23][CH2:22][C@@H:21]4[N:17]([C:18](=[O:24])[CH2:19][CH2:20]4)[CH2:16]3)=[N:12][C:13]=2[Br:14])[CH:5]([F:10])[CH:6](OC)[N:7]=1, predict the reaction product. The product is: [NH2:1][C:2]1[C:3]2[N:4]([C:11]([C@@H:15]3[CH2:23][CH2:22][C@@H:21]4[N:17]([C:18](=[O:24])[CH2:19][CH2:20]4)[CH2:16]3)=[N:12][C:13]=2[Br:14])[C:5]([F:10])=[CH:6][N:7]=1. (3) Given the reactants [Si:1]([O:8][CH:9]1[CH2:14][CH2:13][N:12]([C:15]([O:17][C:18]([CH3:21])([CH3:20])[CH3:19])=[O:16])[CH2:11][CH:10]1[C:22](OC)=[O:23])([C:4]([CH3:7])([CH3:6])[CH3:5])([CH3:3])[CH3:2].[Li+].[BH4-].C(O)(=O)CC(CC(O)=O)(C(O)=O)O, predict the reaction product. The product is: [Si:1]([O:8][CH:9]1[CH2:14][CH2:13][N:12]([C:15]([O:17][C:18]([CH3:21])([CH3:20])[CH3:19])=[O:16])[CH2:11][CH:10]1[CH2:22][OH:23])([C:4]([CH3:7])([CH3:6])[CH3:5])([CH3:3])[CH3:2]. (4) Given the reactants [CH3:1][N:2]([CH2:11][C:12]1[CH:17]=[C:16]([C:18]2[N:22]=[C:21]([C:23]3[CH:28]=[CH:27][C:26]([N:29]4[CH2:34][CH2:33][CH2:32][CH2:31][CH:30]4[CH3:35])=[C:25]([C:36]([F:39])([F:38])[F:37])[CH:24]=3)[O:20][N:19]=2)[CH:15]=[CH:14][N:13]=1)[CH2:3][C:4]([O:6]C(C)(C)C)=[O:5].Cl, predict the reaction product. The product is: [CH3:1][N:2]([CH2:11][C:12]1[CH:17]=[C:16]([C:18]2[N:22]=[C:21]([C:23]3[CH:28]=[CH:27][C:26]([N:29]4[CH2:34][CH2:33][CH2:32][CH2:31][CH:30]4[CH3:35])=[C:25]([C:36]([F:39])([F:38])[F:37])[CH:24]=3)[O:20][N:19]=2)[CH:15]=[CH:14][N:13]=1)[CH2:3][C:4]([OH:6])=[O:5]. (5) Given the reactants [CH3:1][O-].[Na+].[N:4]#[C:5][NH2:6].[Cl:7][C:8]1[CH:13]=[C:12]([N:14]=[C:15]=[S:16])[CH:11]=[C:10]([Cl:17])[CH:9]=1.CI, predict the reaction product. The product is: [C:5](/[N:6]=[C:15](\[S:16][CH3:1])/[NH:14][C:12]1[CH:13]=[C:8]([Cl:7])[CH:9]=[C:10]([Cl:17])[CH:11]=1)#[N:4]. (6) Given the reactants C(OC([NH:11][C@@H:12]([CH2:17][C:18]([F:27])([F:26])[CH2:19][C:20]1[CH:25]=[CH:24][CH:23]=[CH:22][CH:21]=1)[C:13]([O:15][CH3:16])=[O:14])=O)C1C=CC=CC=1, predict the reaction product. The product is: [NH2:11][C@@H:12]([CH2:17][C:18]([F:26])([F:27])[CH2:19][C:20]1[CH:25]=[CH:24][CH:23]=[CH:22][CH:21]=1)[C:13]([O:15][CH3:16])=[O:14]. (7) Given the reactants Cl.Cl.Cl.[CH3:4][N:5]1[CH:27]=[N:26][C:7]([CH2:8][C@H:9]([C:11]([N:13]2[CH2:18][CH2:17][CH:16]([CH:19]3[CH2:24][CH2:23][N:22]([CH3:25])[CH2:21][CH2:20]3)[CH2:15][CH2:14]2)=[O:12])[NH2:10])=[CH:6]1.[NH:28]1[C:36]2[C:31](=[CH:32][CH:33]=[C:34]([C:37](O)=[O:38])[CH:35]=2)[CH:30]=[CH:29]1, predict the reaction product. The product is: [NH:28]1[C:36]2[C:31](=[CH:32][CH:33]=[C:34]([C:37]([NH:10][C@@H:9]([C:11]([N:13]3[CH2:18][CH2:17][CH:16]([CH:19]4[CH2:24][CH2:23][N:22]([CH3:25])[CH2:21][CH2:20]4)[CH2:15][CH2:14]3)=[O:12])[CH2:8][C:7]3[N:26]=[CH:27][N:5]([CH3:4])[CH:6]=3)=[O:38])[CH:35]=2)[CH:30]=[CH:29]1.